The task is: Regression. Given two drug SMILES strings and cell line genomic features, predict the synergy score measuring deviation from expected non-interaction effect.. This data is from NCI-60 drug combinations with 297,098 pairs across 59 cell lines. (1) Drug 1: C(=O)(N)NO. Drug 2: C(CCl)NC(=O)N(CCCl)N=O. Cell line: NCI-H522. Synergy scores: CSS=8.55, Synergy_ZIP=-2.35, Synergy_Bliss=-0.224, Synergy_Loewe=-3.01, Synergy_HSA=-0.350. (2) Drug 1: C1=CC(=CC=C1C#N)C(C2=CC=C(C=C2)C#N)N3C=NC=N3. Drug 2: C(CC(=O)O)C(=O)CN.Cl. Cell line: HL-60(TB). Synergy scores: CSS=-4.94, Synergy_ZIP=-3.69, Synergy_Bliss=-12.3, Synergy_Loewe=-12.8, Synergy_HSA=-12.7.